From a dataset of Full USPTO retrosynthesis dataset with 1.9M reactions from patents (1976-2016). Predict the reactants needed to synthesize the given product. (1) Given the product [CH2:4]([OH:3])[C@@H:5]([C@H:7]([C@@H:9]([CH2:11][OH:12])[OH:10])[OH:8])[OH:6], predict the reactants needed to synthesize it. The reactants are: [OH-].[Na+].[O:3]=[CH:4][C@@H:5]([C@H:7]([C@@H:9]([CH2:11][OH:12])[OH:10])[OH:8])[OH:6].C(=O)C1OC=CC=1. (2) Given the product [O:8]1[CH2:11][CH2:10][NH:1][C:2]2[CH:7]=[CH:6][CH:5]=[CH:4][C:3]1=2, predict the reactants needed to synthesize it. The reactants are: [NH2:1][C:2]1[CH:7]=[CH:6][CH:5]=[CH:4][C:3]=1[OH:8].Br[CH2:10][CH2:11]Br.C([O-])([O-])=O.[K+].[K+].O. (3) Given the product [Br:10][C:11]1[C:12]([N:27]2[CH2:28][CH2:29][C:30]([C:34]#[N:35])([CH3:33])[CH2:31][CH2:32]2)=[C:13]([C@H:19]([OH:26])[C:20]([O:22][CH:23]([CH3:25])[CH3:24])=[O:21])[C:14]([CH3:18])=[N:15][C:16]=1[CH3:17], predict the reactants needed to synthesize it. The reactants are: O1C2C=CC=CC=2OB1.[Br:10][C:11]1[C:12]([N:27]2[CH2:32][CH2:31][C:30]([C:34]#[N:35])([CH3:33])[CH2:29][CH2:28]2)=[C:13]([C:19](=[O:26])[C:20]([O:22][CH:23]([CH3:25])[CH3:24])=[O:21])[C:14]([CH3:18])=[N:15][C:16]=1[CH3:17].CB1N2CCC[C@@H]2C(C2C=CC=CC=2)(C2C=CC=CC=2)O1. (4) Given the product [CH2:1]([O:8][C:9]([N:11]1[CH2:15][CH2:14][C@H:13]([OH:16])[C@H:12]1[C:17](=[O:19])[NH:60][C:61]1[S:62][CH:63]=[C:64]([C:66]2[CH:67]=[CH:68][C:69]([C:70](=[O:71])[NH:72][CH:73]3[CH2:75][CH2:74]3)=[CH:76][CH:77]=2)[N:65]=1)=[O:10])[C:2]1[CH:3]=[CH:4][CH:5]=[CH:6][CH:7]=1, predict the reactants needed to synthesize it. The reactants are: [CH2:1]([O:8][C:9]([N:11]1[CH2:15][CH2:14][C@H:13]([OH:16])[C@H:12]1[C:17]([OH:19])=O)=[O:10])[C:2]1[CH:7]=[CH:6][CH:5]=[CH:4][CH:3]=1.CN(C(ON1N=NC2C=CC=NC1=2)=[N+](C)C)C.F[P-](F)(F)(F)(F)F.CCN(C(C)C)C(C)C.FC(F)(F)C(O)=O.[NH2:60][C:61]1[S:62][CH:63]=[C:64]([C:66]2[CH:77]=[CH:76][C:69]([C:70]([NH:72][CH:73]3[CH2:75][CH2:74]3)=[O:71])=[CH:68][CH:67]=2)[N:65]=1.